This data is from Catalyst prediction with 721,799 reactions and 888 catalyst types from USPTO. The task is: Predict which catalyst facilitates the given reaction. (1) Reactant: [CH:1]1([N:7]2[C:11](=[O:12])[C:10]([NH:13][C:14]([C:16]3[C:20]([CH3:21])=[C:19]([C:22]#[C:23][C:24]([CH3:27])([CH3:26])[CH3:25])[O:18][N:17]=3)=[O:15])=[C:9]([CH3:28])[N:8]2[CH3:29])[CH2:6][CH2:5][CH2:4][CH2:3][CH2:2]1.C(SCCO)CSCCO. Product: [CH:1]1([N:7]2[C:11](=[O:12])[C:10]([NH:13][C:14]([C:16]3[C:20]([CH3:21])=[C:19](/[CH:22]=[CH:23]\[C:24]([CH3:26])([CH3:25])[CH3:27])[O:18][N:17]=3)=[O:15])=[C:9]([CH3:28])[N:8]2[CH3:29])[CH2:2][CH2:3][CH2:4][CH2:5][CH2:6]1. The catalyst class is: 99. (2) Reactant: [F:1][C:2]1[CH:11]=[C:10]2[C:5]([CH2:6][CH2:7][CH2:8][NH:9]2)=[CH:4][C:3]=1[C:12]1[CH:13]=[N:14][N:15]([CH3:17])[CH:16]=1.Br[C:19]1[C:23]2[CH2:24][N:25]([C:28](=[O:30])[CH3:29])[CH2:26][CH2:27][C:22]=2[N:21]([CH:31]2[CH2:36][CH2:35][O:34][CH2:33][CH2:32]2)[N:20]=1.C1(P(C2CCCCC2)C2C=CC=CC=2C2C(OC(C)C)=CC=CC=2OC(C)C)CCCCC1.C(O[Na])(C)(C)C. Product: [F:1][C:2]1[CH:11]=[C:10]2[C:5]([CH2:6][CH2:7][CH2:8][N:9]2[C:19]2[C:23]3[CH2:24][N:25]([C:28](=[O:30])[CH3:29])[CH2:26][CH2:27][C:22]=3[N:21]([CH:31]3[CH2:36][CH2:35][O:34][CH2:33][CH2:32]3)[N:20]=2)=[CH:4][C:3]=1[C:12]1[CH:13]=[N:14][N:15]([CH3:17])[CH:16]=1. The catalyst class is: 12.